From a dataset of Reaction yield outcomes from USPTO patents with 853,638 reactions. Predict the reaction yield, written as a fraction of the theoretical maximum amount of product (1.0 means a 100% yield; for example, 0.34 means a 34% yield). (1) The reactants are C[O:2][C:3](=[O:15])[CH:4]=[C:5]([C:7]1[CH:12]=[CH:11][CH:10]=[C:9]([O:13][CH3:14])[CH:8]=1)[CH3:6].[OH-].[Na+]. The product is [CH3:14][O:13][C:9]1[CH:8]=[C:7]([C:5]([CH3:6])=[CH:4][C:3]([OH:15])=[O:2])[CH:12]=[CH:11][CH:10]=1. The yield is 0.550. The catalyst is O.CO.C1COCC1. (2) The product is [CH2:1]([NH:8][C:30](=[O:31])[CH2:29][C:23]1[CH:28]=[CH:27][CH:26]=[CH:25][CH:24]=1)[CH2:2][CH2:3][CH2:4][CH2:5][CH2:6][CH3:7]. The yield is 0.437. The reactants are [CH2:1]([NH2:8])[CH2:2][CH2:3][CH2:4][CH2:5][CH2:6][CH3:7].C(N(C(C)C)C(C)C)C1C=CC=CC=1.[C:23]1([CH2:29][C:30](Cl)=[O:31])[CH:28]=[CH:27][CH:26]=[CH:25][CH:24]=1. The catalyst is C1COCC1. (3) The reactants are [N:1]([C@H:4]1[CH2:8][C@H:7]([O:9][Si:10]([C:13]([CH3:16])([CH3:15])[CH3:14])([CH3:12])[CH3:11])[C@H:6]([CH2:17][O:18][CH2:19][C:20]2[CH:25]=[CH:24][CH:23]=[CH:22][CH:21]=2)[CH2:5]1)=[N+]=[N-]. The product is [CH2:19]([O:18][CH2:17][C@H:6]1[C@@H:7]([O:9][Si:10]([C:13]([CH3:15])([CH3:14])[CH3:16])([CH3:12])[CH3:11])[CH2:8][C@H:4]([NH2:1])[CH2:5]1)[C:20]1[CH:25]=[CH:24][CH:23]=[CH:22][CH:21]=1. The catalyst is CCOC(C)=O.[Pd]. The yield is 0.980. (4) The yield is 0.660. The product is [F:8][C:6]1[CH:5]=[CH:4][C:3]2[N:9]=[C:19]([CH3:20])[N:18]([C:12]3[CH:17]=[CH:16][CH:15]=[CH:14][CH:13]=3)[C:2]=2[CH:7]=1. The reactants are Br[C:2]1[CH:7]=[C:6]([F:8])[CH:5]=[CH:4][C:3]=1[N+:9]([O-])=O.[C:12]1([NH:18][C:19](=O)[CH3:20])[CH:17]=[CH:16][CH:15]=[CH:14][CH:13]=1. No catalyst specified.